This data is from Full USPTO retrosynthesis dataset with 1.9M reactions from patents (1976-2016). The task is: Predict the reactants needed to synthesize the given product. (1) Given the product [S:1]([OH:5])([OH:4])(=[O:3])=[O:2].[CH:39]1([N:38]([CH:32]2[CH2:33][CH2:34][CH2:35][CH2:36][CH2:37]2)[OH:28])[CH2:40][CH2:41][CH2:42][CH2:43][CH2:44]1.[CH:52]1([N:51]([CH:45]2[CH2:46][CH2:47][CH2:48][CH2:49][CH2:50]2)[OH:9])[CH2:53][CH2:54][CH2:55][CH2:56][CH2:57]1, predict the reactants needed to synthesize it. The reactants are: [S:1]([O-:5])([O-:4])(=[O:3])=[O:2].[NH4+].[NH4+].S(O)(O)(=O)=[O:9].C1(N)CCCCC1.C1(N)CCCCC1.S(O)(O)(=O)=[O:28].[CH:32]1([NH:38][CH:39]2[CH2:44][CH2:43][CH2:42][CH2:41][CH2:40]2)[CH2:37][CH2:36][CH2:35][CH2:34][CH2:33]1.[CH:45]1([NH:51][CH:52]2[CH2:57][CH2:56][CH2:55][CH2:54][CH2:53]2)[CH2:50][CH2:49][CH2:48][CH2:47][CH2:46]1. (2) Given the product [Cl:1][C:2]1[CH:11]=[CH:10][C:9]2[N:8]([CH2:24][CH2:25][CH2:26][N:27]3[C:35](=[O:36])[C:34]4[C:29](=[CH:30][CH:31]=[CH:32][CH:33]=4)[C:28]3=[O:37])[C:7](=[O:12])[C:6]3=[C:13]([CH3:22])[N:14]([CH:16]4[CH2:21][CH2:20][CH2:19][CH2:18][O:17]4)[N:15]=[C:5]3[C:4]=2[CH:3]=1, predict the reactants needed to synthesize it. The reactants are: [Cl:1][C:2]1[CH:11]=[CH:10][C:9]2[NH:8][C:7](=[O:12])[C:6]3=[C:13]([CH3:22])[N:14]([CH:16]4[CH2:21][CH2:20][CH2:19][CH2:18][O:17]4)[N:15]=[C:5]3[C:4]=2[CH:3]=1.Br[CH2:24][CH2:25][CH2:26][N:27]1[C:35](=[O:36])[C:34]2[C:29](=[CH:30][CH:31]=[CH:32][CH:33]=2)[C:28]1=[O:37]. (3) The reactants are: [NH2:1][CH2:2][CH2:3][O:4][C@@H:5]([C:19]1[CH:24]=[CH:23][CH:22]=[C:21]([Cl:25])[C:20]=1[F:26])[C@@H:6]1[CH2:11][CH2:10][CH2:9][N:8]([C:12]([O:14][C:15]([CH3:18])([CH3:17])[CH3:16])=[O:13])[CH2:7]1.[C:27](Cl)(=[O:29])[CH3:28]. Given the product [C:27]([NH:1][CH2:2][CH2:3][O:4][C@@H:5]([C:19]1[CH:24]=[CH:23][CH:22]=[C:21]([Cl:25])[C:20]=1[F:26])[C@@H:6]1[CH2:11][CH2:10][CH2:9][N:8]([C:12]([O:14][C:15]([CH3:18])([CH3:17])[CH3:16])=[O:13])[CH2:7]1)(=[O:29])[CH3:28], predict the reactants needed to synthesize it.